From a dataset of Catalyst prediction with 721,799 reactions and 888 catalyst types from USPTO. Predict which catalyst facilitates the given reaction. (1) Reactant: C([N:8]1[CH2:13][C:12]([CH3:15])([CH3:14])[CH2:11][CH2:10][CH:9]1[CH2:16][NH:17][C:18](=[O:23])[C:19]([F:22])([F:21])[F:20])C1C=CC=CC=1.[C:32](O[C:32]([O:34][C:35]([CH3:38])([CH3:37])[CH3:36])=[O:33])([O:34][C:35]([CH3:38])([CH3:37])[CH3:36])=[O:33]. Product: [C:35]([O:34][C:32]([N:8]1[CH2:13][C:12]([CH3:14])([CH3:15])[CH2:11][CH2:10][CH:9]1[CH2:16][NH:17][C:18](=[O:23])[C:19]([F:21])([F:22])[F:20])=[O:33])([CH3:36])([CH3:37])[CH3:38]. The catalyst class is: 29. (2) Reactant: [Cl:1][C:2]1[CH:28]=[CH:27][C:5]([CH2:6][NH:7][C:8]([C:10]2[C:11](=[O:26])[C:12]3[CH:21]=[C:20]([C:22]#[C:23][CH2:24][OH:25])[S:19][C:13]=3[N:14]([CH:16]([CH3:18])[CH3:17])[CH:15]=2)=[O:9])=[CH:4][CH:3]=1. Product: [Cl:1][C:2]1[CH:3]=[CH:4][C:5]([CH2:6][NH:7][C:8]([C:10]2[C:11](=[O:26])[C:12]3[CH:21]=[C:20]([CH2:22][CH2:23][CH2:24][OH:25])[S:19][C:13]=3[N:14]([CH:16]([CH3:18])[CH3:17])[CH:15]=2)=[O:9])=[CH:27][CH:28]=1. The catalyst class is: 29.